Dataset: Forward reaction prediction with 1.9M reactions from USPTO patents (1976-2016). Task: Predict the product of the given reaction. (1) The product is: [OH:1][C:2]1[C:7]([CH2:8][CH2:9][CH2:10][CH2:11][CH3:12])=[CH:6][CH:5]=[CH:4][C:3]=1[CH2:13][C:14]([OH:16])=[O:15]. Given the reactants [OH:1][C:2]1[C:7]([CH2:8][CH2:9][CH2:10][CH2:11][CH3:12])=[CH:6][CH:5]=[CH:4][C:3]=1[CH2:13][C:14]([O:16]C)=[O:15], predict the reaction product. (2) Given the reactants C(OC(=O)[NH:10]/[C:11](/[NH:23][C:24]1[C:25]([CH3:41])=[N:26][CH:27]=[C:28]([CH2:30][CH2:31][CH2:32][NH:33][C:34]([O:36][C:37]([CH3:40])([CH3:39])[CH3:38])=[O:35])[CH:29]=1)=[N:12]\C(=O)OCC1C=CC=CC=1)C1C=CC=CC=1, predict the reaction product. The product is: [NH2:12][C:11]([NH:23][C:24]1[CH:29]=[C:28]([CH2:30][CH2:31][CH2:32][NH:33][C:34](=[O:35])[O:36][C:37]([CH3:39])([CH3:38])[CH3:40])[CH:27]=[N:26][C:25]=1[CH3:41])=[NH:10]. (3) Given the reactants [O:1]=[CH:2][C@@H:3]([C@H:5]([C@@H:7]([C@@H:9]([CH2:11][OH:12])[OH:10])[OH:8])[OH:6])[OH:4].S(O)(O)(=O)=O.[NH3:18].OP([O-])(O)=O.[K+].[NH2:25][C@H:26]([C:31]([OH:33])=[O:32])[C@H:27]([CH2:29][CH3:30])C.CC1[N+](CC2C=NC(C)=[N:45][C:46]=2[NH2:47])=CSC=1CCO.N, predict the reaction product. The product is: [NH2:25][C@H:26]([C:31]([OH:33])=[O:32])[CH2:27][CH2:29][CH2:30][NH:47][C:46](=[NH:45])[NH2:18].[O:1]=[CH:2][C@@H:3]([C@H:5]([C@@H:7]([C@@H:9]([CH2:11][OH:12])[OH:10])[OH:8])[OH:6])[OH:4]. (4) The product is: [CH2:10]([NH:9][C@H:7]1[CH2:8][CH2:1][CH2:2][CH2:3][NH:4][C:5]1=[O:6])[CH:11]([CH3:13])[CH3:12]. Given the reactants [CH2:1]1[CH2:8][C@H:7]([NH2:9])[C:5](=[O:6])[NH:4][CH2:3][CH2:2]1.[CH:10](=O)[CH:11]([CH3:13])[CH3:12].[BH-](OC(C)=O)(OC(C)=O)OC(C)=O.[Na+].[OH-].[Na+], predict the reaction product. (5) Given the reactants [CH3:1][S:2]([C:5]1[CH:14]=[C:13]2[C:8]([CH2:9][CH2:10][CH:11]([CH2:15][OH:16])[O:12]2)=[CH:7][CH:6]=1)(=[O:4])=[O:3].[C:17]1([CH3:27])[CH:22]=[CH:21][C:20]([S:23](Cl)(=[O:25])=[O:24])=[CH:19][CH:18]=1, predict the reaction product. The product is: [CH3:27][C:17]1[CH:22]=[CH:21][C:20]([S:23]([O:16][CH2:15][CH:11]2[CH2:10][CH2:9][C:8]3[C:13](=[CH:14][C:5]([S:2]([CH3:1])(=[O:4])=[O:3])=[CH:6][CH:7]=3)[O:12]2)(=[O:25])=[O:24])=[CH:19][CH:18]=1. (6) Given the reactants [NH2:1][CH2:2][C:3]1[CH:12]=[C:11]([F:13])[CH:10]=[C:9]2[C:4]=1[C:5]([CH2:15][C:16]1[N:20]([CH3:21])[N:19]=[CH:18][N:17]=1)=[N:6][NH:7][C:8]2=[O:14].[F:22][C:23]1[CH:30]=[CH:29][C:26]([CH:27]=O)=[CH:25][CH:24]=1, predict the reaction product. The product is: [F:13][C:11]1[CH:10]=[C:9]2[C:4]([C:5]([CH2:15][C:16]3[N:20]([CH3:21])[N:19]=[CH:18][N:17]=3)=[N:6][NH:7][C:8]2=[O:14])=[C:3]([CH2:2]/[N:1]=[CH:27]\[C:26]2[CH:29]=[CH:30][C:23]([F:22])=[CH:24][CH:25]=2)[CH:12]=1. (7) Given the reactants Cl.[Sn](Cl)Cl.[N+:5]([C:8]1[CH:13]=[C:12]([C:14]([F:17])([F:16])[F:15])[CH:11]=[CH:10][C:9]=1[N:18]1[CH2:26][C:25]2[C:20](=[CH:21][CH:22]=[CH:23][CH:24]=2)[CH2:19]1)([O-])=O.C(=O)(O)[O-].[Na+], predict the reaction product. The product is: [NH2:5][C:8]1[CH:13]=[C:12]([C:14]([F:15])([F:16])[F:17])[CH:11]=[CH:10][C:9]=1[N:18]1[CH2:26][C:25]2[C:20](=[CH:21][CH:22]=[CH:23][CH:24]=2)[CH2:19]1. (8) Given the reactants N1C2C(=CC=CC=2)C(C2SC(NC3C=C(OC)C(OC)=C(OC)C=3)=NC=2N)=NC=1.COC1C=C2C(=CC=1OC)N=CN=C2C1SC(NC2C=[CH:54][C:53]([N:56]3[CH2:61][CH2:60][O:59][CH2:58][CH2:57]3)=CC=2)=NC=1N.[CH3:63][O:64][C:65]1[CH:66]=[C:67]2[C:72](=[CH:73][C:74]=1[O:75][CH3:76])[N:71]=[CH:70][N:69]=[C:68]2[C:77]1[S:81][C:80]([NH:82][C:83]2[CH:88]=[CH:87][C:86](N3CCN(C)CC3)=[CH:85][CH:84]=2)=[N:79][C:78]=1[NH2:96].C12CC(CC1)CC2N1CCN(C2C=CC(NC3SC(C4C5C(=CC(OC)=C(OC)C=5)N=CN=4)=C(N)N=3)=CC=2)CC1, predict the reaction product. The product is: [CH3:63][O:64][C:65]1[CH:66]=[C:67]2[C:72](=[CH:73][C:74]=1[O:75][CH3:76])[N:71]=[CH:70][N:69]=[C:68]2[C:77]1[S:81][C:80]([NH:82][C:83]2[CH:88]=[CH:87][C:86]([O:59][CH2:58][CH2:57][N:56]3[CH2:53][CH2:54][CH2:60][CH2:61]3)=[CH:85][CH:84]=2)=[N:79][C:78]=1[NH2:96]. (9) Given the reactants [C:1]1([C:10]2[CH:15]=[CH:14][CH:13]=[CH:12][CH:11]=2)[C:2](CCO)=[CH:3][CH:4]=[CH:5][CH:6]=1.[N+:16]([C:19]1[CH:24]=[CH:23][C:22]([OH:25])=[CH:21][CH:20]=1)([O-:18])=[O:17].[C:26]1(P(C2C=CC=CC=2)C2C=CC=CC=2)C=CC=C[CH:27]=1.CCOC(/N=N/C(OCC)=O)=O, predict the reaction product. The product is: [N+:16]([C:19]1[CH:24]=[CH:23][C:22]([O:25][CH2:26][CH2:27][C:10]2([C:1]3[CH:6]=[CH:5][CH:4]=[CH:3][CH:2]=3)[CH:11]=[CH:12][CH:13]=[CH:14][CH2:15]2)=[CH:21][CH:20]=1)([O-:18])=[O:17]. (10) Given the reactants [S:1]1[CH:5]=[CH:4][CH:3]=[C:2]1[CH:6]=O.[CH3:8][O:9][CH2:10][CH2:11][NH2:12].[C:13]1(=[O:24])[O:19][C:17](=O)[C:16]2=[CH:20][CH:21]=[CH:22][CH:23]=[C:15]2[CH2:14]1.[CH2:25]([C:27]1[O:31][C:30]([NH2:32])=[N:29][N:28]=1)[CH3:26], predict the reaction product. The product is: [CH2:25]([C:27]1[O:31][C:30]([NH:32][C:13]([CH:14]2[C:15]3[C:16](=[CH:20][CH:21]=[CH:22][CH:23]=3)[C:17](=[O:19])[N:12]([CH2:11][CH2:10][O:9][CH3:8])[CH:6]2[C:2]2[S:1][CH:5]=[CH:4][CH:3]=2)=[O:24])=[N:29][N:28]=1)[CH3:26].